This data is from Peptide-MHC class II binding affinity with 134,281 pairs from IEDB. The task is: Regression. Given a peptide amino acid sequence and an MHC pseudo amino acid sequence, predict their binding affinity value. This is MHC class II binding data. (1) The peptide sequence is MYFNLIDTKCYKL. The MHC is DRB1_0401 with pseudo-sequence DRB1_0401. The binding affinity (normalized) is 0. (2) The binding affinity (normalized) is 0.542. The MHC is DRB1_0701 with pseudo-sequence DRB1_0701. The peptide sequence is IKTLKFDALSGSQEV.